Dataset: Full USPTO retrosynthesis dataset with 1.9M reactions from patents (1976-2016). Task: Predict the reactants needed to synthesize the given product. (1) Given the product [CH3:1][C:2]1[CH:36]=[C:5]2[N:6]=[CH:7][C:8]3[CH:13]=[C:12]([C:14]4[CH:15]=[CH:16][CH:17]=[CH:18][CH:19]=4)[C:11]([C:20]4[CH:35]=[CH:34][C:23]([CH2:24][N:25]5[CH2:26][CH2:27][CH:28]([C:31](=[O:32])[NH:43][C:41]6[CH:42]=[CH:37][CH:38]=[CH:39][CH:40]=6)[CH2:29][CH2:30]5)=[CH:22][CH:21]=4)=[N:10][C:9]=3[N:4]2[N:3]=1, predict the reactants needed to synthesize it. The reactants are: [CH3:1][C:2]1[CH:36]=[C:5]2[N:6]=[CH:7][C:8]3[CH:13]=[C:12]([C:14]4[CH:19]=[CH:18][CH:17]=[CH:16][CH:15]=4)[C:11]([C:20]4[CH:35]=[CH:34][C:23]([CH2:24][N:25]5[CH2:30][CH2:29][CH:28]([C:31](O)=[O:32])[CH2:27][CH2:26]5)=[CH:22][CH:21]=4)=[N:10][C:9]=3[N:4]2[N:3]=1.[CH:37]1[CH:38]=[CH:39][C:40]2N(O)N=[N:43][C:41]=2[CH:42]=1.C(Cl)CCl.C(N(C(C)C)CC)(C)C.NC1C=CC=CC=1. (2) The reactants are: [C:1]([O:5][C:6]([NH:8][CH:9]1[CH2:14][CH2:13][CH2:12][N:11]([CH2:15][C:16]([OH:18])=O)[C:10]1=[O:19])=[O:7])([CH3:4])([CH3:3])[CH3:2].O[N:21]1[C:25]2[CH:26]=[CH:27][CH:28]=[CH:29][C:24]=2N=N1.Cl.CN(C)[CH2:33][CH2:34][CH2:35]N=C=NCC.[CH:42](N(C(C)C)CC)(C)C. Given the product [C:1]([O:5][C:6](=[O:7])[NH:8][CH:9]1[CH2:14][CH2:13][CH2:12][N:11]([CH2:15][C:16](=[O:18])[NH:21][CH:25]2[C:24]3[C:29](=[CH:42][CH:35]=[CH:34][CH:33]=3)[CH2:28][CH2:27][CH2:26]2)[C:10]1=[O:19])([CH3:2])([CH3:3])[CH3:4], predict the reactants needed to synthesize it. (3) Given the product [O:1]([C@H:8]([C:10]1[CH:11]=[CH:12][C:13]([C:14]([OH:16])=[O:15])=[CH:18][CH:19]=1)[CH3:9])[C:2]1[CH:3]=[CH:4][CH:5]=[CH:6][CH:7]=1, predict the reactants needed to synthesize it. The reactants are: [O:1]([C@H:8]([C:10]1[CH:19]=[CH:18][C:13]([C:14]([O:16]C)=[O:15])=[CH:12][CH:11]=1)[CH3:9])[C:2]1[CH:7]=[CH:6][CH:5]=[CH:4][CH:3]=1.O.[OH-].[Li+].O1CCCC1.Cl.